Dataset: NCI-60 drug combinations with 297,098 pairs across 59 cell lines. Task: Regression. Given two drug SMILES strings and cell line genomic features, predict the synergy score measuring deviation from expected non-interaction effect. (1) Synergy scores: CSS=18.5, Synergy_ZIP=9.82, Synergy_Bliss=14.6, Synergy_Loewe=2.23, Synergy_HSA=10.1. Drug 1: CC1=C(C=C(C=C1)NC(=O)C2=CC=C(C=C2)CN3CCN(CC3)C)NC4=NC=CC(=N4)C5=CN=CC=C5. Drug 2: CC1=C(C(=CC=C1)Cl)NC(=O)C2=CN=C(S2)NC3=CC(=NC(=N3)C)N4CCN(CC4)CCO. Cell line: ACHN. (2) Drug 2: C1CNP(=O)(OC1)N(CCCl)CCCl. Drug 1: C1CN1C2=NC(=NC(=N2)N3CC3)N4CC4. Synergy scores: CSS=13.6, Synergy_ZIP=-1.78, Synergy_Bliss=-4.71, Synergy_Loewe=-34.4, Synergy_HSA=-4.81. Cell line: LOX IMVI. (3) Drug 1: C1=NC2=C(N=C(N=C2N1C3C(C(C(O3)CO)O)O)F)N. Drug 2: CC1=C2C(C(=O)C3(C(CC4C(C3C(C(C2(C)C)(CC1OC(=O)C(C(C5=CC=CC=C5)NC(=O)C6=CC=CC=C6)O)O)OC(=O)C7=CC=CC=C7)(CO4)OC(=O)C)O)C)OC(=O)C. Cell line: TK-10. Synergy scores: CSS=10.8, Synergy_ZIP=-1.61, Synergy_Bliss=2.64, Synergy_Loewe=-5.60, Synergy_HSA=-1.76. (4) Drug 1: CN1C(=O)N2C=NC(=C2N=N1)C(=O)N. Drug 2: C1CC(CNC1)C2=CC=C(C=C2)N3C=C4C=CC=C(C4=N3)C(=O)N. Cell line: NCIH23. Synergy scores: CSS=73.6, Synergy_ZIP=8.82, Synergy_Bliss=8.08, Synergy_Loewe=4.57, Synergy_HSA=10.6. (5) Drug 1: C1C(C(OC1N2C=C(C(=O)NC2=O)F)CO)O. Drug 2: CS(=O)(=O)CCNCC1=CC=C(O1)C2=CC3=C(C=C2)N=CN=C3NC4=CC(=C(C=C4)OCC5=CC(=CC=C5)F)Cl. Cell line: SK-MEL-5. Synergy scores: CSS=15.8, Synergy_ZIP=-4.58, Synergy_Bliss=-1.31, Synergy_Loewe=-14.5, Synergy_HSA=-0.0390. (6) Drug 2: CCC1(C2=C(COC1=O)C(=O)N3CC4=CC5=C(C=CC(=C5CN(C)C)O)N=C4C3=C2)O.Cl. Cell line: RPMI-8226. Drug 1: CCC(=C(C1=CC=CC=C1)C2=CC=C(C=C2)OCCN(C)C)C3=CC=CC=C3.C(C(=O)O)C(CC(=O)O)(C(=O)O)O. Synergy scores: CSS=32.2, Synergy_ZIP=-5.86, Synergy_Bliss=-2.74, Synergy_Loewe=-9.03, Synergy_HSA=-3.42. (7) Drug 1: C1=CC(=CC=C1CCC2=CNC3=C2C(=O)NC(=N3)N)C(=O)NC(CCC(=O)O)C(=O)O. Drug 2: CC1C(C(CC(O1)OC2CC(CC3=C2C(=C4C(=C3O)C(=O)C5=CC=CC=C5C4=O)O)(C(=O)C)O)N)O. Cell line: SW-620. Synergy scores: CSS=46.2, Synergy_ZIP=-4.29, Synergy_Bliss=-10.1, Synergy_Loewe=2.29, Synergy_HSA=0.609. (8) Drug 1: CC1C(C(CC(O1)OC2CC(CC3=C2C(=C4C(=C3O)C(=O)C5=C(C4=O)C(=CC=C5)OC)O)(C(=O)CO)O)N)O.Cl. Drug 2: C1CCC(CC1)NC(=O)N(CCCl)N=O. Cell line: OVCAR-5. Synergy scores: CSS=6.75, Synergy_ZIP=-1.19, Synergy_Bliss=4.56, Synergy_Loewe=1.93, Synergy_HSA=2.92.